This data is from Peptide-MHC class I binding affinity with 185,985 pairs from IEDB/IMGT. The task is: Regression. Given a peptide amino acid sequence and an MHC pseudo amino acid sequence, predict their binding affinity value. This is MHC class I binding data. (1) The MHC is SLA-10401 with pseudo-sequence SLA-10401. The peptide sequence is SSYRRPVGI. The binding affinity (normalized) is 0.0847. (2) The peptide sequence is RSEVELCIY. The MHC is HLA-B58:01 with pseudo-sequence HLA-B58:01. The binding affinity (normalized) is 0.400. (3) The peptide sequence is LRHSTAHLL. The MHC is HLA-C07:01 with pseudo-sequence HLA-C07:01. The binding affinity (normalized) is 0.763. (4) The peptide sequence is IAHVRDVVM. The MHC is HLA-A69:01 with pseudo-sequence HLA-A69:01. The binding affinity (normalized) is 0.0847. (5) The peptide sequence is SILGCDVSV. The MHC is HLA-A02:01 with pseudo-sequence HLA-A02:01. The binding affinity (normalized) is 0.561.